Dataset: Reaction yield outcomes from USPTO patents with 853,638 reactions. Task: Predict the reaction yield, written as a fraction of the theoretical maximum amount of product (1.0 means a 100% yield; for example, 0.34 means a 34% yield). (1) The reactants are Cl.[F:2][C:3]1[CH:8]=[C:7]([F:9])[CH:6]=[CH:5][C:4]=1[N:10]1[C:14]([N:15]2[N:24]=[C:23]3[C:17]([CH2:18][CH2:19][O:20][C:21]4[CH:28]=[CH:27][C:26]([C:29]5([CH2:35][OH:36])[CH2:34][CH2:33][NH:32][CH2:31][CH2:30]5)=[CH:25][C:22]=43)=[CH:16]2)=[N:13][CH:12]=[N:11]1.CCN(C(C)C)C(C)C.[CH:46]([S:48]([CH:51]=C)(=[O:50])=[O:49])=[CH2:47]. No catalyst specified. The product is [F:2][C:3]1[CH:8]=[C:7]([F:9])[CH:6]=[CH:5][C:4]=1[N:10]1[C:14]([N:15]2[N:24]=[C:23]3[C:17]([CH2:18][CH2:19][O:20][C:21]4[CH:28]=[CH:27][C:26]([C:29]5([CH2:35][OH:36])[CH2:30][CH2:31][N:32]([CH2:47][CH2:46][S:48]([CH3:51])(=[O:50])=[O:49])[CH2:33][CH2:34]5)=[CH:25][C:22]=43)=[CH:16]2)=[N:13][CH:12]=[N:11]1. The yield is 0.530. (2) The reactants are C1([O:7][C:8](=O)[NH:9][C:10]2[CH:15]=[CH:14][C:13]([S:16](C(C)C)(=[O:18])=[O:17])=[C:12]([CH2:22][N:23]([C:25]([O:27][C:28]([CH3:31])([CH3:30])[CH3:29])=[O:26])[CH3:24])[CH:11]=2)C=CC=CC=1.[Br:33][C:34]1[CH:39]=[CH:38][C:37]([CH2:40][CH2:41][CH2:42]C(NC2C=CC(SCC)=C(C=2)CN(C)C(=O)OC(C)(C)C)=O)=[CH:36][CH:35]=1.[CH:65]1C=C(Cl)C=C(C(OO)=O)[CH:66]=1. No catalyst specified. The product is [Br:33][C:34]1[CH:39]=[CH:38][C:37]([CH2:40][CH2:41][CH2:42][C:8]([NH:9][C:10]2[CH:15]=[CH:14][C:13]([S:16]([CH2:65][CH3:66])(=[O:18])=[O:17])=[C:12]([CH:11]=2)[CH2:22][N:23]([CH3:24])[C:25](=[O:26])[O:27][C:28]([CH3:29])([CH3:31])[CH3:30])=[O:7])=[CH:36][CH:35]=1. The yield is 0.880. (3) The reactants are [C:1]1([S:7]([N:10]2[C:14]3=[N:15][CH:16]=[C:17]([O:19][CH3:20])[CH:18]=[C:13]3[CH:12]=[CH:11]2)(=[O:9])=[O:8])[CH:6]=[CH:5][CH:4]=[CH:3][CH:2]=1.C([N-]C(C)C)(C)C.[Li+].C([Li])CCC.CCCCCC.C(NC(C)C)(C)C.[O:47]1[CH2:51][CH2:50][CH2:49][CH:48]1[CH2:52][CH:53]=[O:54]. The catalyst is O1CCCC1. The product is [C:1]1([S:7]([N:10]2[C:14]3=[N:15][CH:16]=[C:17]([O:19][CH3:20])[CH:18]=[C:13]3[CH:12]=[C:11]2[CH:53]([OH:54])[CH2:52][CH:48]2[CH2:49][CH2:50][CH2:51][O:47]2)(=[O:8])=[O:9])[CH:6]=[CH:5][CH:4]=[CH:3][CH:2]=1. The yield is 0.300. (4) The reactants are [CH3:1][O:2][C:3]1[CH:8]=[C:7]([O:9][CH3:10])[CH:6]=[CH:5][C:4]=1[C:11](=O)[CH2:12][C:13]([O:15][CH3:16])=[O:14].Cl.[CH3:19][O:20][C:21](=[O:24])[CH2:22][NH2:23].[C:25](O)(=O)C.C(N(CC)CC)C. The catalyst is CCO. The yield is 0.690. The product is [CH3:1][O:2][C:3]1[CH:8]=[C:7]([O:9][CH3:10])[CH:6]=[CH:5][C:4]=1/[C:11](/[NH:23][CH2:22][C:21]([O:20][CH2:19][CH3:25])=[O:24])=[CH:12]/[C:13]([O:15][CH3:16])=[O:14]. (5) The reactants are Br[C:2]1[C:7](=[O:8])[N:6]([CH2:9][C:10]2[CH:15]=[CH:14][C:13]([C:16]3[C:17]([C:22]#[N:23])=[CH:18][CH:19]=[CH:20][CH:21]=3)=[CH:12][C:11]=2[F:24])[C:5]([CH2:25][CH2:26][CH3:27])=[N:4][C:3]=1[CH3:28].[CH:29]([O:32][C:33]1[CH:38]=[CH:37][C:36](B(O)O)=[CH:35][CH:34]=1)([CH3:31])[CH3:30].C(=O)([O-])[O-].[Cs+].[Cs+]. The catalyst is O1CCOCC1.C(OCC)(=O)C.C1C=CC(P(C2C=CC=CC=2)[C-]2C=CC=C2)=CC=1.C1C=CC(P(C2C=CC=CC=2)[C-]2C=CC=C2)=CC=1.Cl[Pd]Cl.[Fe+2]. The product is [F:24][C:11]1[CH:12]=[C:13]([C:16]2[C:17]([C:22]#[N:23])=[CH:18][CH:19]=[CH:20][CH:21]=2)[CH:14]=[CH:15][C:10]=1[CH2:9][N:6]1[C:7](=[O:8])[C:2]([C:36]2[CH:37]=[CH:38][C:33]([O:32][CH:29]([CH3:31])[CH3:30])=[CH:34][CH:35]=2)=[C:3]([CH3:28])[N:4]=[C:5]1[CH2:25][CH2:26][CH3:27]. The yield is 0.670. (6) The yield is 0.750. The product is [NH2:1][C:4]1[CH:21]=[CH:20][C:7]([O:8][C:9]2[CH:10]=[C:11]3[C:15](=[CH:16][CH:17]=2)[C:14](=[O:18])[NH:13][C:12]3=[O:19])=[CH:6][CH:5]=1. The catalyst is CC(O)=O.O.[Fe]. The reactants are [N+:1]([C:4]1[CH:21]=[CH:20][C:7]([O:8][C:9]2[CH:10]=[C:11]3[C:15](=[CH:16][CH:17]=2)[C:14](=[O:18])[NH:13][C:12]3=[O:19])=[CH:6][CH:5]=1)([O-])=O. (7) The reactants are [CH3:1][C:2]1[S:11][C:10]2[C:9]3[C:12]([CH3:15])=[N:13][O:14][C:8]=3[C@H:7]([CH2:16][C:17]([O:19][C:20]([CH3:23])([CH3:22])[CH3:21])=[O:18])[NH:6][C:5](=[O:24])[C:4]=2[C:3]=1[CH3:25].[CH3:26][C:27]([O:30][C:31](O[C:31]([O:30][C:27]([CH3:29])([CH3:28])[CH3:26])=[O:32])=[O:32])([CH3:29])[CH3:28]. The catalyst is CN(C1C=CN=CC=1)C.C1COCC1. The product is [C:20]([O:19][C:17](=[O:18])[CH2:16][C@H:7]1[C:8]2[O:14][N:13]=[C:12]([CH3:15])[C:9]=2[C:10]2[S:11][C:2]([CH3:1])=[C:3]([CH3:25])[C:4]=2[C:5](=[O:24])[N:6]1[C:31]([O:30][C:27]([CH3:29])([CH3:28])[CH3:26])=[O:32])([CH3:21])([CH3:22])[CH3:23]. The yield is 0.880.